From a dataset of Reaction yield outcomes from USPTO patents with 853,638 reactions. Predict the reaction yield, written as a fraction of the theoretical maximum amount of product (1.0 means a 100% yield; for example, 0.34 means a 34% yield). (1) The reactants are [Br:1][C:2]1[CH:3]=[C:4]2[C:8](=[C:9]([C:11]([NH2:13])=O)[CH:10]=1)[NH:7][CH:6]=[C:5]2[CH:14]1[CH2:19][CH2:18][N:17]([S:20]([CH2:23][CH3:24])(=[O:22])=[O:21])[CH2:16][CH2:15]1.O=P(Cl)(Cl)Cl. The product is [Br:1][C:2]1[CH:3]=[C:4]2[C:8](=[C:9]([C:11]#[N:13])[CH:10]=1)[NH:7][CH:6]=[C:5]2[CH:14]1[CH2:15][CH2:16][N:17]([S:20]([CH2:23][CH3:24])(=[O:22])=[O:21])[CH2:18][CH2:19]1. The catalyst is O1CCOCC1. The yield is 0.850. (2) The reactants are [O:1]1[CH2:16][CH:2]1[CH2:3][O:4][C:5]1[CH:10]=[CH:9][C:8]([CH2:11][C:12]([O:14][CH3:15])=[O:13])=[CH:7][CH:6]=1.[CH:17]([NH2:20])([CH3:19])[CH3:18].O. No catalyst specified. The product is [CH3:15][O:14][C:12](=[O:13])[CH2:11][C:8]1[CH:9]=[CH:10][C:5]([O:4][CH2:3][CH:2]([OH:1])[CH2:16][NH:20][CH:17]([CH3:19])[CH3:18])=[CH:6][CH:7]=1. The yield is 1.00. (3) The reactants are [CH2:1](Br)[CH3:2].[Br:4][C:5]1[C:12]([OH:13])=[C:11]([O:14][CH3:15])[CH:10]=[CH:9][C:6]=1[CH:7]=[O:8].C(=O)([O-])[O-].[K+].[K+]. The catalyst is CN(C=O)C.CCOC(C)=O. The product is [Br:4][C:5]1[C:12]([O:13][CH2:1][CH3:2])=[C:11]([O:14][CH3:15])[CH:10]=[CH:9][C:6]=1[CH:7]=[O:8]. The yield is 0.990. (4) The reactants are [NH:1]1[C:9]2[CH2:8][CH2:7][C@H:6]([NH2:10])[CH2:5][C:4]=2[CH:3]=[N:2]1.[Cl:11][C:12]1[CH:13]=[C:14]([C:27]2[CH:32]=[CH:31][C:30]([F:33])=[CH:29][CH:28]=2)[CH:15]=[C:16]([Cl:26])[C:17]=1[CH2:18][C@@H:19]1[CH2:23][CH:22](O)[O:21][C:20]1=[O:25].C(O[BH-](OC(=O)C)OC(=O)C)(=O)C.[Na+].O. The catalyst is C(#N)C. The product is [Cl:11][C:12]1[CH:13]=[C:14]([C:27]2[CH:28]=[CH:29][C:30]([F:33])=[CH:31][CH:32]=2)[CH:15]=[C:16]([Cl:26])[C:17]=1[CH2:18][C@H:19]([CH2:23][CH2:22][NH:10][C@H:6]1[CH2:7][CH2:8][C:9]2[NH:1][N:2]=[CH:3][C:4]=2[CH2:5]1)[C:20]([OH:25])=[O:21]. The yield is 0.620. (5) The reactants are [F:1][C:2]1[C:3]([C:20]([F:23])([F:22])[F:21])=[C:4]([CH:17]=[CH:18][CH:19]=1)[CH2:5][N:6]1[CH2:11][CH2:10][NH:9][C:8]2[N:12]=[CH:13][C:14](I)=[CH:15][C:7]1=2.[CH3:24][N:25]1[CH2:30][CH2:29][N:28]([C:31]2[CH:36]=[CH:35][C:34](B3OC(C)(C)C(C)(C)O3)=[CH:33][N:32]=2)[CH2:27][CH2:26]1. No catalyst specified. The product is [F:1][C:2]1[C:3]([C:20]([F:23])([F:22])[F:21])=[C:4]([CH:17]=[CH:18][CH:19]=1)[CH2:5][N:6]1[CH2:11][CH2:10][NH:9][C:8]2[N:12]=[CH:13][C:14]([C:34]3[CH:33]=[N:32][C:31]([N:28]4[CH2:27][CH2:26][N:25]([CH3:24])[CH2:30][CH2:29]4)=[CH:36][CH:35]=3)=[CH:15][C:7]1=2. The yield is 0.310. (6) The reactants are ClC1C=CC(OC2C=CC(N[C:14](=S)[NH:15][C@@H:16]([CH2:27][C:28]3[CH:33]=[CH:32][CH:31]=[CH:30][CH:29]=3)[C:17]([NH:19][CH2:20][CH2:21][N:22]3[CH2:26][CH2:25][CH2:24][CH2:23]3)=[O:18])=CC=2)=CC=1.[F:37][C:38]1[CH:51]=[CH:50][C:41]([O:42][C:43]2[CH:48]=[CH:47][C:46]([NH2:49])=[CH:45][CH:44]=2)=[CH:40][CH:39]=1.C(N1C=CN=C1)(N1C=CN=C1)=[O:53].CCOC(C)=O. The catalyst is C1COCC1.O. The product is [F:37][C:38]1[CH:51]=[CH:50][C:41]([O:42][C:43]2[CH:48]=[CH:47][C:46]([NH:49][C:14](=[O:53])[NH:15][C@@H:16]([CH2:27][C:28]3[CH:33]=[CH:32][CH:31]=[CH:30][CH:29]=3)[C:17]([NH:19][CH2:20][CH2:21][N:22]3[CH2:26][CH2:25][CH2:24][CH2:23]3)=[O:18])=[CH:45][CH:44]=2)=[CH:40][CH:39]=1. The yield is 0.270. (7) The reactants are C1(P(C2C=CC=CC=2)C2C=CC=CC=2)C=CC=CC=1.[Cl:20][C:21]1[CH:22]=[C:23]([CH:26]=[CH:27][C:28]=1[Cl:29])[CH2:24][OH:25].CC(OC(/N=N/C(OC(C)C)=O)=O)C.[O:44]=[C:45]1[CH:50]([N:51]2[C:59](=[O:60])[C:58]3[C:53](=[CH:54][CH:55]=[CH:56][C:57]=3O)[C:52]2=[O:62])[CH2:49][CH2:48][C:47](=[O:63])[NH:46]1. The catalyst is C1COCC1. The product is [Cl:20][C:21]1[CH:22]=[C:23]([CH:26]=[CH:27][C:28]=1[Cl:29])[CH2:24][O:25][C:54]1[CH:55]=[CH:56][CH:57]=[C:58]2[C:53]=1[C:52](=[O:62])[N:51]([CH:50]1[CH2:49][CH2:48][C:47](=[O:63])[NH:46][C:45]1=[O:44])[C:59]2=[O:60]. The yield is 0.260. (8) The reactants are Cl[C:2]1[N:7]=[C:6]([Cl:8])[CH:5]=[C:4]([Cl:9])[N:3]=1.[Cl:10][C:11]1[CH:12]=[C:13]([CH:15]=[CH:16][C:17]=1[Cl:18])[NH2:14]. The catalyst is O1CCOCC1.C(N(CC)C(C)C)(C)C. The product is [Cl:9][C:4]1[CH:5]=[C:6]([Cl:8])[N:7]=[C:2]([NH:14][C:13]2[CH:15]=[CH:16][C:17]([Cl:18])=[C:11]([Cl:10])[CH:12]=2)[N:3]=1. The yield is 0.580. (9) The reactants are [N+:1]([C:4]1[CH:5]=[C:6]([C:13]([OH:15])=[O:14])[CH:7]=[C:8]([CH:12]=1)[C:9]([OH:11])=[O:10])([O-:3])=[O:2].CN(C)C=O. The catalyst is C1(C)C=CC=CC=1. The product is [C:6]([O:14][C:13](=[O:15])[C:6]1[CH:5]=[C:4]([N+:1]([O-:3])=[O:2])[CH:12]=[C:8]([C:9]([OH:11])=[O:10])[CH:7]=1)([CH3:13])([CH3:7])[CH3:5]. The yield is 0.380.